This data is from Forward reaction prediction with 1.9M reactions from USPTO patents (1976-2016). The task is: Predict the product of the given reaction. (1) Given the reactants C(NC(C)C)(C)C.[Li]CCCC.[Si:13]([O:30][CH2:31][C@@H:32]([N:36]1[C@H:41]([C:42]2[CH:47]=[CH:46][C:45]([Cl:48])=[CH:44][CH:43]=2)[C@@H:40]([C:49]2[CH:54]=[CH:53][CH:52]=[C:51]([Cl:55])[CH:50]=2)[CH2:39][C@@:38]([CH2:57][C:58]([O:60][CH3:61])=[O:59])([CH3:56])[C:37]1=[O:62])[CH:33]1[CH2:35][CH2:34]1)([C:26]([CH3:29])([CH3:28])[CH3:27])([C:20]1[CH:25]=[CH:24][CH:23]=[CH:22][CH:21]=1)[C:14]1[CH:19]=[CH:18][CH:17]=[CH:16][CH:15]=1.[Li+].CC([N-]C(C)C)C.[CH2:71]=[O:72], predict the reaction product. The product is: [Si:13]([O:30][CH2:31][C@@H:32]([N:36]1[C@H:41]([C:42]2[CH:43]=[CH:44][C:45]([Cl:48])=[CH:46][CH:47]=2)[C@@H:40]([C:49]2[CH:54]=[CH:53][CH:52]=[C:51]([Cl:55])[CH:50]=2)[CH2:39][C@@:38]([C@@H:57]([CH2:71][OH:72])[C:58]([O:60][CH3:61])=[O:59])([CH3:56])[C:37]1=[O:62])[CH:33]1[CH2:34][CH2:35]1)([C:26]([CH3:27])([CH3:29])[CH3:28])([C:20]1[CH:25]=[CH:24][CH:23]=[CH:22][CH:21]=1)[C:14]1[CH:15]=[CH:16][CH:17]=[CH:18][CH:19]=1. (2) The product is: [F:17][C:8]1[CH:10]=[CH:11][C:5]([C:1]([CH3:4])([CH3:3])[CH3:2])=[CH:6][C:7]=1[N+:13]([O-:15])=[O:14]. Given the reactants [C:1]([C:5]1[CH:11]=[CH:10][C:8](N)=[CH:7][CH:6]=1)([CH3:4])([CH3:3])[CH3:2].Cl.[N:13]([O-:15])=[O:14].[Na+].[F:17][B-](F)(F)F.[Na+], predict the reaction product. (3) The product is: [Cl:1][C:2]1[CH:11]=[C:10]2[C:5]([C:6]([N:12]3[CH2:17][CH2:16][N:15]([C:25]([NH:24][C:20]4[CH:21]=[CH:22][CH:23]=[C:18]([CH3:27])[CH:19]=4)=[O:26])[CH2:14][CH2:13]3)=[CH:7][CH:8]=[N:9]2)=[CH:4][CH:3]=1. Given the reactants [Cl:1][C:2]1[CH:11]=[C:10]2[C:5]([C:6]([N:12]3[CH2:17][CH2:16][NH:15][CH2:14][CH2:13]3)=[CH:7][CH:8]=[N:9]2)=[CH:4][CH:3]=1.[C:18]1([CH3:27])[CH:23]=[CH:22][CH:21]=[C:20]([N:24]=[C:25]=[O:26])[CH:19]=1, predict the reaction product. (4) The product is: [C:19]([O:18][C:16]([NH:15][C@@H:7]([CH2:8][C:9]1[CH:10]=[CH:11][CH:12]=[CH:13][CH:14]=1)[C@H:6]([OH:23])[CH2:5][OH:4])=[O:17])([CH3:22])([CH3:20])[CH3:21]. Given the reactants C([O:4][CH2:5][CH:6]([OH:23])[C@@H:7]([NH:15][C:16]([O:18][C:19]([CH3:22])([CH3:21])[CH3:20])=[O:17])[CH2:8][C:9]1[CH:14]=[CH:13][CH:12]=[CH:11][CH:10]=1)(=O)C.C[O-].[Na+].CO.Cl, predict the reaction product. (5) Given the reactants [NH2:1][C:2]1[CH:7]=[CH:6][C:5]([N:8]2[C:14](=[O:15])[CH2:13][C:12](=[O:16])[NH:11][C:10]3[C:17]4[C:22]([CH:23]=[CH:24][C:9]2=3)=[CH:21][CH:20]=[CH:19][CH:18]=4)=[CH:4][CH:3]=1.[Br:25][C:26]1[CH:31]=[CH:30][CH:29]=[CH:28][C:27]=1[CH2:32][S:33](Cl)(=[O:35])=[O:34], predict the reaction product. The product is: [Br:25][C:26]1[CH:31]=[CH:30][CH:29]=[CH:28][C:27]=1[CH2:32][S:33]([NH:1][C:2]1[CH:7]=[CH:6][C:5]([N:8]2[C:14](=[O:15])[CH2:13][C:12](=[O:16])[NH:11][C:10]3[C:17]4[C:22]([CH:23]=[CH:24][C:9]2=3)=[CH:21][CH:20]=[CH:19][CH:18]=4)=[CH:4][CH:3]=1)(=[O:35])=[O:34].